Regression. Given a peptide amino acid sequence and an MHC pseudo amino acid sequence, predict their binding affinity value. This is MHC class II binding data. From a dataset of Peptide-MHC class II binding affinity with 134,281 pairs from IEDB. The peptide sequence is LNIKLNMPLYIAGNK. The MHC is HLA-DQA10501-DQB10201 with pseudo-sequence HLA-DQA10501-DQB10201. The binding affinity (normalized) is 0.199.